Dataset: Catalyst prediction with 721,799 reactions and 888 catalyst types from USPTO. Task: Predict which catalyst facilitates the given reaction. (1) Reactant: [CH3:1][CH2:2][CH2:3][CH2:4][CH2:5][C:6]1[CH:7]=[C:8]([OH:23])[C:9]([C@H:13]2[C@H:18]([C:19]([CH3:21])=[CH2:20])[CH2:17][CH2:16][C:15]([CH3:22])=[CH:14]2)=[C:10]([OH:12])[CH:11]=1.C([Al](CC(C)C)CC(C)C)C(C)C. Product: [CH3:1][CH2:2][CH2:3][CH2:4][CH2:5][C:6]1[CH:11]=[C:10]([OH:12])[C:9]2[C@@H:13]3[CH:14]=[C:15]([CH3:22])[CH2:16][CH2:17][C@H:18]3[C:19]([CH3:21])([CH3:20])[O:23][C:8]=2[CH:7]=1. The catalyst class is: 4. (2) Reactant: C([NH:9][C:10]([NH:12][C:13]1[CH:18]=[C:17]([N:19]2[CH2:24][C@@H:23]3[CH2:25][C@H:20]2[CH2:21][O:22]3)[CH:16]=[CH:15][C:14]=1[O:26][CH3:27])=[S:11])(=O)C1C=CC=CC=1.C[O-].[Na+]. Product: [CH3:27][O:26][C:14]1[CH:15]=[CH:16][C:17]([N:19]2[CH2:24][C@@H:23]3[CH2:25][C@H:20]2[CH2:21][O:22]3)=[CH:18][C:13]=1[NH:12][C:10]([NH2:9])=[S:11]. The catalyst class is: 5. (3) Reactant: [CH3:1][O:2][C@@H:3]1[CH2:8][CH2:7][C@H:6]([N:9]2[C:18]3[C:13](=[N:14][CH:15]=[C:16]([C:19]4[C:20]([CH3:36])=[N:21][C:22]([C:25]5[N:29](C6CCCCO6)[CH:28]=[N:27][N:26]=5)=[CH:23][CH:24]=4)[N:17]=3)[NH:12][C:11](=[O:37])[CH2:10]2)[CH2:5][CH2:4]1. Product: [CH3:1][O:2][C@@H:3]1[CH2:8][CH2:7][C@H:6]([N:9]2[C:18]3[C:13](=[N:14][CH:15]=[C:16]([C:19]4[C:20]([CH3:36])=[N:21][C:22]([C:25]5[NH:29][CH:28]=[N:27][N:26]=5)=[CH:23][CH:24]=4)[N:17]=3)[NH:12][C:11](=[O:37])[CH2:10]2)[CH2:5][CH2:4]1. The catalyst class is: 361. (4) Reactant: [OH:1][C:2]1[CH:10]=[CH:9][C:5]([C:6]([OH:8])=O)=[CH:4][N:3]=1.C([N:18]1[CH:22]=[CH:21][N:20]=[CH:19]1)([N:18]1[CH:22]=[CH:21][N:20]=[CH:19]1)=O.N1C=C[CH:26]=[C:25](CN)[CH:24]=1.OC1C=CC(CN2C=CN=C2)=CN=1. Product: [OH:1][C:2]1[CH:10]=[CH:9][C:5]([C:6]([NH:18][CH2:22][C:21]2[CH:26]=[CH:25][CH:24]=[CH:19][N:20]=2)=[O:8])=[CH:4][N:3]=1. The catalyst class is: 1. (5) Reactant: [I:1][C:2]1[CH:3]=[CH:4][CH:5]=[C:6]([C:11]([NH:13][C:14]2[CH:19]=[CH:18][C:17]([C:20]([F:29])([C:25]([F:28])([F:27])[F:26])[C:21]([F:24])([F:23])[F:22])=[CH:16][C:15]=2[CH3:30])=[O:12])[C:7]=1[C:8](O)=[O:9].FC(F)(F)C(OC(=O)C(F)(F)F)=O. Product: [I:1][C:2]1[C:7]2[C:8](=[O:9])[O:12][C:11](=[N:13][C:14]3[CH:19]=[CH:18][C:17]([C:20]([F:29])([C:25]([F:26])([F:27])[F:28])[C:21]([F:23])([F:24])[F:22])=[CH:16][C:15]=3[CH3:30])[C:6]=2[CH:5]=[CH:4][CH:3]=1. The catalyst class is: 282. (6) Reactant: [H-].[Na+].[O-:3][CH2:4][CH3:5].[Na+].[Cl:7][C:8]1[C:9]([C:40]([NH2:42])=[O:41])=[N:10][CH:11]=[CH:12][C:13]=1[O:14][C:15]1[CH:20]=[CH:19][C:18]([NH:21][C:22]([C:24]2[C:25](=[O:38])[N:26]([C:31]3[CH:36]=[CH:35][C:34]([F:37])=[CH:33][CH:32]=3)[CH:27]=[CH:28][C:29]=2I)=[O:23])=[CH:17][C:16]=1[F:39].ClC1C(C(N)=O)=NC=CC=1OC1C=CC(NC(C2C(=O)N(C3C=CC(F)=CC=3)C=CC=2Cl)=O)=CC=1F. Product: [Cl:7][C:8]1[C:9]([C:40]([NH2:42])=[O:41])=[N:10][CH:11]=[CH:12][C:13]=1[O:14][C:15]1[CH:20]=[CH:19][C:18]([NH:21][C:22]([C:24]2[C:25](=[O:38])[N:26]([C:31]3[CH:36]=[CH:35][C:34]([F:37])=[CH:33][CH:32]=3)[CH:27]=[CH:28][C:29]=2[O:3][CH2:4][CH3:5])=[O:23])=[CH:17][C:16]=1[F:39]. The catalyst class is: 219.